This data is from Full USPTO retrosynthesis dataset with 1.9M reactions from patents (1976-2016). The task is: Predict the reactants needed to synthesize the given product. (1) Given the product [NH2:1][C:2]1[N:7]([C:8]2[C:9]([F:16])=[CH:10][C:11]([O:15][CH2:32][CH2:31][N:30]([CH3:34])[CH3:29])=[CH:12][C:13]=2[F:14])[C:6](=[O:17])[CH:5]=[CH:4][C:3]=1[C:18](=[O:27])[C:19]1[CH:24]=[CH:23][C:22]([F:25])=[CH:21][C:20]=1[F:26], predict the reactants needed to synthesize it. The reactants are: [NH2:1][C:2]1[N:7]([C:8]2[C:13]([F:14])=[CH:12][C:11]([OH:15])=[CH:10][C:9]=2[F:16])[C:6](=[O:17])[CH:5]=[CH:4][C:3]=1[C:18](=[O:27])[C:19]1[CH:24]=[CH:23][C:22]([F:25])=[CH:21][C:20]=1[F:26].Cl.[CH3:29][N:30]([CH3:34])[CH2:31][CH2:32]Cl.C(=O)([O-])[O-].[K+].[K+].[I-].[K+]. (2) Given the product [CH2:10]([O:9][C:8](=[O:16])[CH:7]=[C:2]([NH2:1])[CH2:3][CH:4]1[CH2:5][CH2:6]1)[CH3:14], predict the reactants needed to synthesize it. The reactants are: [NH2:1][C:2](=[C:7]1C(=O)O[C:10](C)([CH3:14])[O:9][C:8]1=[O:16])[CH2:3][CH:4]1[CH2:6][CH2:5]1.[Na].[Cl-].[Na+].O. (3) Given the product [C:1]1([CH:7]2[CH2:24][CH:10]3[CH2:11][NH:12][CH2:13][CH:9]3[CH2:8]2)[CH:2]=[CH:3][CH:4]=[CH:5][CH:6]=1, predict the reactants needed to synthesize it. The reactants are: [C:1]1([C:7]2[CH2:24][CH:10]3[CH2:11][N:12](C(OCC4C=CC=CC=4)=O)[CH2:13][CH:9]3[CH:8]=2)[CH:6]=[CH:5][CH:4]=[CH:3][CH:2]=1. (4) Given the product [CH3:1][C:2]1[N:24]=[C:5]2[N:6]=[C:7]([C:16]3[CH:23]=[CH:22][C:19]([CH2:20][N:26]4[CH2:27][CH2:28][CH:29]([C:32]5[N:33]=[C:34]([C:37]6[CH:42]=[CH:41][CH:40]=[C:39]([C:43]([F:45])([F:46])[F:44])[N:38]=6)[NH:35][N:36]=5)[CH2:30][CH2:31]4)=[CH:18][CH:17]=3)[C:8]([C:10]3[CH:15]=[CH:14][CH:13]=[CH:12][CH:11]=3)=[CH:9][N:4]2[N:3]=1, predict the reactants needed to synthesize it. The reactants are: [CH3:1][C:2]1[N:24]=[C:5]2[N:6]=[C:7]([C:16]3[CH:23]=[CH:22][C:19]([CH:20]=O)=[CH:18][CH:17]=3)[C:8]([C:10]3[CH:15]=[CH:14][CH:13]=[CH:12][CH:11]=3)=[CH:9][N:4]2[N:3]=1.Cl.[NH:26]1[CH2:31][CH2:30][CH:29]([C:32]2[N:33]=[C:34]([C:37]3[CH:42]=[CH:41][CH:40]=[C:39]([C:43]([F:46])([F:45])[F:44])[N:38]=3)[NH:35][N:36]=2)[CH2:28][CH2:27]1.CCN(CC)CC.[BH-](OC(C)=O)(OC(C)=O)OC(C)=O.[Na+]. (5) Given the product [CH3:29][C:28]1[C:23]2[N:24]([CH:30]=[C:21]([CH2:20][CH2:5][C:4]#[C:3][Si:2]([CH3:7])([CH3:6])[CH3:1])[N:22]=2)[CH:25]=[CH:26][CH:27]=1, predict the reactants needed to synthesize it. The reactants are: [CH3:1][Si:2]([CH3:7])([CH3:6])[C:3]#[C:4][CH3:5].[Li]CCCC.CCCCCC.Cl[CH2:20][C:21]1[N:22]=[C:23]2[C:28]([CH3:29])=[CH:27][CH:26]=[CH:25][N:24]2[CH:30]=1. (6) Given the product [NH2:7][C:8]1([CH2:22][CH2:23][CH2:24][O:25][CH3:26])[CH2:13][CH2:12][CH:11]([OH:14])[CH2:10][CH2:9]1, predict the reactants needed to synthesize it. The reactants are: C(OC(=O)[NH:7][C:8]1([CH2:22][CH2:23][CH2:24][O:25][CH3:26])[CH2:13][CH2:12][CH:11]([O:14][Si](C(C)(C)C)(C)C)[CH2:10][CH2:9]1)(C)(C)C.FC(F)(F)C(O)=O.Cl. (7) The reactants are: [F:1][C:2]1[CH:7]=[CH:6][C:5]([S:8]([N:11]2[CH2:16][CH2:15][CH:14]([C:17](=[O:25])[C:18]3[CH:23]=[CH:22][C:21]([F:24])=[CH:20][CH:19]=3)[CH2:13][CH2:12]2)(=[O:10])=[O:9])=[CH:4][CH:3]=1.[CH2:26](I)[CH3:27]. Given the product [F:1][C:2]1[CH:7]=[CH:6][C:5]([S:8]([N:11]2[CH2:12][CH2:13][C:14]([C:17](=[O:25])[C:18]3[CH:19]=[CH:20][C:21]([F:24])=[CH:22][CH:23]=3)([CH2:26][CH3:27])[CH2:15][CH2:16]2)(=[O:9])=[O:10])=[CH:4][CH:3]=1, predict the reactants needed to synthesize it. (8) The reactants are: C(N(C(C)C)CC)(C)C.[O:10]=[C:11]1[C:20]2[C:15](=[CH:16][CH:17]=[CH:18][CH:19]=2)[C:14]([CH2:21][C:22]2[CH:23]=[C:24]([NH:28][C:29](=[O:41])[CH2:30][CH:31]([C:35]3[CH:40]=[CH:39][CH:38]=[CH:37][CH:36]=3)[C:32]([OH:34])=O)[CH:25]=[CH:26][CH:27]=2)=[N:13][NH:12]1.O=C1C2C(=CC=CC=2)C(CC2C=C(NC(=O)C(C3C=CC=CC=3)CC(O)=O)C=CC=2)=NN1.O. Given the product [O:10]=[C:11]1[C:20]2[C:15](=[CH:16][CH:17]=[CH:18][CH:19]=2)[C:14]([CH2:21][C:22]2[CH:23]=[C:24]([N:28]3[C:29](=[O:41])[CH2:30][CH:31]([C:35]4[CH:40]=[CH:39][CH:38]=[CH:37][CH:36]=4)[C:32]3=[O:34])[CH:25]=[CH:26][CH:27]=2)=[N:13][NH:12]1, predict the reactants needed to synthesize it. (9) The reactants are: [Cl:1][C:2]1[N:7]=[C:6]([CH2:8][OH:9])[CH:5]=[C:4]([CH3:10])[N:3]=1.C(N(CC)CC)C.Cl. Given the product [Cl:1][C:2]1[N:7]=[C:6]([CH:8]=[O:9])[CH:5]=[C:4]([CH3:10])[N:3]=1, predict the reactants needed to synthesize it.